From a dataset of Forward reaction prediction with 1.9M reactions from USPTO patents (1976-2016). Predict the product of the given reaction. (1) Given the reactants [F:1][C:2]([F:38])([F:37])[C:3]1[CH:4]=[C:5]([C@H:13]2[O:17][C:16](=[O:18])[N:15]([CH2:19][C:20]3[CH:25]=[C:24]([C:26]([F:29])([F:28])[F:27])[CH:23]=[CH:22][C:21]=3[CH2:30][NH:31][CH:32]3[CH2:35][CH2:34][CH2:33]3)[C@H:14]2[CH3:36])[CH:6]=[C:7]([C:9]([F:12])([F:11])[F:10])[CH:8]=1.[CH:39](=O)[CH3:40].[BH-](OC(C)=O)(OC(C)=O)OC(C)=O.[Na+], predict the reaction product. The product is: [F:38][C:2]([F:1])([F:37])[C:3]1[CH:4]=[C:5]([C@H:13]2[O:17][C:16](=[O:18])[N:15]([CH2:19][C:20]3[CH:25]=[C:24]([C:26]([F:27])([F:28])[F:29])[CH:23]=[CH:22][C:21]=3[CH2:30][N:31]([CH:32]3[CH2:35][CH2:34][CH2:33]3)[CH2:39][CH3:40])[C@H:14]2[CH3:36])[CH:6]=[C:7]([C:9]([F:11])([F:10])[F:12])[CH:8]=1. (2) The product is: [CH3:6][O:5][C:1]([CH:2]1[CH2:3][CH2:12][C:11]([O:13][Si:14]([CH3:17])([CH3:16])[CH3:15])=[CH:10][CH:9]1[O:8][CH3:7])=[O:4]. Given the reactants [C:1]([O:5][CH3:6])(=[O:4])[CH:2]=[CH2:3].[CH3:7][O:8][CH:9]=[CH:10][C:11]([O:13][Si:14]([CH3:17])([CH3:16])[CH3:15])=[CH2:12], predict the reaction product. (3) The product is: [Cl:39][C:24]1[CH:23]=[C:22]([NH:1][C:2]2[N:12]=[C:11]3[C:5]([N:6]([CH3:20])[C:7](=[O:19])[CH2:8][CH2:9][N:10]3[CH:13]3[CH2:18][CH2:17][CH2:16][CH2:15][CH2:14]3)=[CH:4][N:3]=2)[C:37]([F:38])=[CH:36][C:25]=1[C:26]([NH:28][CH:29]1[CH2:34][CH2:33][N:32]([CH3:35])[CH2:31][CH2:30]1)=[O:27]. Given the reactants [NH2:1][C:2]1[N:3]=[CH:4][C:5]2[N:6]([CH3:20])[C:7](=[O:19])[CH2:8][CH2:9][N:10]([CH:13]3[CH2:18][CH2:17][CH2:16][CH2:15][CH2:14]3)[C:11]=2[N:12]=1.Br[C:22]1[C:37]([F:38])=[CH:36][C:25]([C:26]([NH:28][CH:29]2[CH2:34][CH2:33][N:32]([CH3:35])[CH2:31][CH2:30]2)=[O:27])=[C:24]([Cl:39])[CH:23]=1.CC1(C)C2C(=C(P(C3C=CC=CC=3)C3C=CC=CC=3)C=CC=2)OC2C(P(C3C=CC=CC=3)C3C=CC=CC=3)=CC=CC1=2.C(=O)([O-])[O-].[Cs+].[Cs+], predict the reaction product. (4) Given the reactants Cl[C:2]1[CH:3]=[C:4]2[C:8](=[C:9]([C:11]([F:14])([F:13])[F:12])[CH:10]=1)[C:7](=[O:15])[N:6]([CH2:16][C:17]1[CH:22]=[CH:21][C:20]([O:23][C:24]([F:27])([F:26])[F:25])=[CH:19][CH:18]=1)[CH2:5]2.[C-:28]#[N:29].[K+], predict the reaction product. The product is: [O:15]=[C:7]1[C:8]2[C:4](=[CH:3][C:2]([C:28]#[N:29])=[CH:10][C:9]=2[C:11]([F:14])([F:12])[F:13])[CH2:5][N:6]1[CH2:16][C:17]1[CH:18]=[CH:19][C:20]([O:23][C:24]([F:26])([F:27])[F:25])=[CH:21][CH:22]=1. (5) Given the reactants [C:1]([C:5]1[CH:10]=[CH:9][C:8]([N:11]2[C@@H:15]([C:16]3[C:17]([F:30])=[CH:18][C:19]4[N:23]=[C:22]([C@@H:24]5[CH2:28][CH2:27][CH2:26][NH:25]5)[NH:21][C:20]=4[CH:29]=3)[CH2:14][CH2:13][C@@H:12]2[C:31]2[C:32]([F:45])=[CH:33][C:34]3[N:38]=[C:37]([C@@H:39]4[CH2:43][CH2:42][CH2:41][NH:40]4)[NH:36][C:35]=3[CH:44]=2)=[CH:7][CH:6]=1)([CH3:4])([CH3:3])[CH3:2].C[N:47]1[CH2:52][CH2:51][O:50]CC1.[CH3:53][O:54][C:55]([NH:57][C@@H:58]([CH:62]([CH3:64])[CH3:63])[C:59](O)=[O:60])=[O:56].C(Cl)CCl.[CH:69]1[CH:70]=CC2N(O)N=NC=2[CH:74]=1.C[CH2:80][O:81][C:82](C)=[O:83], predict the reaction product. The product is: [C:1]([C:5]1[CH:6]=[CH:7][C:8]([N:11]2[C@@H:15]([C:16]3[C:17]([F:30])=[CH:18][C:19]4[N:23]=[C:22]([C@@H:24]5[CH2:28][CH2:27][CH2:26][N:25]5[C:51](=[O:50])[C@@H:52]([NH:47][C:82]([O:81][CH3:80])=[O:83])[CH:69]([CH3:70])[CH3:74])[NH:21][C:20]=4[CH:29]=3)[CH2:14][CH2:13][C@@H:12]2[C:31]2[C:32]([F:45])=[CH:33][C:34]3[NH:38][C:37]([C@@H:39]4[CH2:43][CH2:42][CH2:41][N:40]4[C:59](=[O:60])[C@@H:58]([NH:57][C:55](=[O:56])[O:54][CH3:53])[CH:62]([CH3:64])[CH3:63])=[N:36][C:35]=3[CH:44]=2)=[CH:9][CH:10]=1)([CH3:4])([CH3:2])[CH3:3]. (6) The product is: [NH2:17][C:3]1[C:2]([NH:36][C:33]2[CH:34]=[C:35]3[C:30]([C:29](=[O:37])[NH:28][NH:27]3)=[CH:31][CH:32]=2)=[N:7][CH:6]=[N:5][C:4]=1[NH:8][C:9]1[NH:10][N:11]=[C:12]([CH:14]2[CH2:16][CH2:15]2)[CH:13]=1. Given the reactants Cl[C:2]1[N:7]=[CH:6][N:5]=[C:4]([NH:8][C:9]2[NH:10][N:11]=[C:12]([CH:14]3[CH2:16][CH2:15]3)[CH:13]=2)[C:3]=1[N+:17]([O-])=O.C(OC([N:27]1[C:35]2[C:30](=[CH:31][CH:32]=[C:33]([NH2:36])[CH:34]=2)[C:29](=[O:37])[NH:28]1)=O)(C)(C)C.C(N(C(C)C)CC)(C)C, predict the reaction product. (7) The product is: [Cl:31][C:32]1[N:37]=[C:36]([O:1][C:2]2[CH:30]=[CH:29][CH:28]=[CH:27][C:3]=2[CH2:4][NH:5][C:6]([NH:8][C:9]2[N:13]([C:14]3[CH:19]=[CH:18][C:17]([CH3:20])=[C:16]([O:21][CH3:22])[CH:15]=3)[N:12]=[C:11]([C:23]([CH3:26])([CH3:24])[CH3:25])[CH:10]=2)=[O:7])[CH:35]=[CH:34][N:33]=1. Given the reactants [OH:1][C:2]1[CH:30]=[CH:29][CH:28]=[CH:27][C:3]=1[CH2:4][NH:5][C:6]([NH:8][C:9]1[N:13]([C:14]2[CH:19]=[CH:18][C:17]([CH3:20])=[C:16]([O:21][CH3:22])[CH:15]=2)[N:12]=[C:11]([C:23]([CH3:26])([CH3:25])[CH3:24])[CH:10]=1)=[O:7].[Cl:31][C:32]1[N:37]=[C:36](Cl)[CH:35]=[CH:34][N:33]=1.[OH-].[Na+], predict the reaction product. (8) Given the reactants [NH2:1][C:2]1[C:3]2[N:4]([C:8]([C@H:12]3[CH2:22][N:16]4[C:17](=[O:21])[CH2:18][NH:19][CH2:20][C@@H:15]4[CH2:14][CH2:13]3)=[N:9][C:10]=2[Br:11])[CH:5]=[CH:6][N:7]=1.C=O.[BH3-][C:26]#N.[Na+].C([O-])(O)=O.[Na+], predict the reaction product. The product is: [NH2:1][C:2]1[C:3]2[N:4]([C:8]([C@H:12]3[CH2:22][N:16]4[C:17](=[O:21])[CH2:18][N:19]([CH3:26])[CH2:20][C@@H:15]4[CH2:14][CH2:13]3)=[N:9][C:10]=2[Br:11])[CH:5]=[CH:6][N:7]=1. (9) Given the reactants Br[C:2]1[N:7]2[N:8]=[C:9]([NH2:11])[N:10]=[C:6]2[CH:5]=[CH:4][CH:3]=1.[Cl:12][C:13]1[CH:14]=[C:15](B(O)O)[CH:16]=[CH:17][CH:18]=1.C(=O)([O-])[O-].[Cs+].[Cs+], predict the reaction product. The product is: [Cl:12][C:13]1[CH:18]=[C:17]([C:2]2[N:7]3[N:8]=[C:9]([NH2:11])[N:10]=[C:6]3[CH:5]=[CH:4][CH:3]=2)[CH:16]=[CH:15][CH:14]=1.